Dataset: Catalyst prediction with 721,799 reactions and 888 catalyst types from USPTO. Task: Predict which catalyst facilitates the given reaction. (1) Reactant: C([BH3-])#N.[Na+].[ClH:5].[O:6]([C:13]1([OH:24])[CH:23]=[CH:22][C:16]([C:17]([CH3:21])([CH3:20])[CH2:18][NH2:19])=[CH:15][CH2:14]1)[C:7]1[CH:12]=[CH:11][CH:10]=[CH:9][CH:8]=1.[CH:25](=O)[C:26]1[CH:31]=[CH:30][CH:29]=[CH:28][CH:27]=1. Product: [ClH:5].[CH2:25]([NH:19][CH2:18][C:17]([CH3:21])([CH3:20])[C:16]1[CH:15]=[CH:14][C:13]([O:6][C:7]2[CH:12]=[CH:11][CH:10]=[CH:9][CH:8]=2)([OH:24])[CH2:23][CH:22]=1)[C:26]1[CH:31]=[CH:30][CH:29]=[CH:28][CH:27]=1. The catalyst class is: 275. (2) Reactant: [C:1]([O:5][CH:6]([C:11]1[N:12]([CH3:30])[C:13](=[O:29])[C:14]2[C:19]([C:20]=1[C:21]1[CH:26]=[CH:25][C:24]([CH3:27])=[CH:23][C:22]=1[CH3:28])=[CH:18][CH:17]=[CH:16][CH:15]=2)[C:7]([O:9]C)=[O:8])([CH3:4])([CH3:3])[CH3:2].[Br:31]Br. Product: [Br:31][C:16]1[CH:15]=[C:14]2[C:19]([C:20]([C:21]3[CH:26]=[CH:25][C:24]([CH3:27])=[CH:23][C:22]=3[CH3:28])=[C:11]([CH:6]([O:5][C:1]([CH3:4])([CH3:3])[CH3:2])[C:7]([OH:9])=[O:8])[N:12]([CH3:30])[C:13]2=[O:29])=[CH:18][CH:17]=1. The catalyst class is: 204. (3) Reactant: [CH3:1][C:2]1[CH2:7][CH2:6][CH2:5][C:4]([CH3:9])([CH3:8])[C:3]=1[CH2:10][OH:11].[O:12]1[C:16]2[CH:17]=[CH:18][C:19](O)=[CH:20][C:15]=2[O:14][CH2:13]1.C1(P(C2C=CC=CC=2)C2C=CC=CC=2)C=CC=CC=1.N(C(OCC)=O)=NC(OCC)=O. Product: [CH3:1][C:2]1[CH2:7][CH2:6][CH2:5][C:4]([CH3:8])([CH3:9])[C:3]=1[CH2:10][O:11][C:19]1[CH:18]=[CH:17][C:16]2[O:12][CH2:13][O:14][C:15]=2[CH:20]=1. The catalyst class is: 7.